Dataset: Forward reaction prediction with 1.9M reactions from USPTO patents (1976-2016). Task: Predict the product of the given reaction. (1) Given the reactants O[C:2]1[C:10]([N+:11]([O-:13])=[O:12])=[CH:9][C:5]([C:6]([OH:8])=[O:7])=[CH:4][N:3]=1.P(Cl)(Cl)([Cl:16])=O, predict the reaction product. The product is: [Cl:16][C:2]1[C:10]([N+:11]([O-:13])=[O:12])=[CH:9][C:5]([C:6]([OH:8])=[O:7])=[CH:4][N:3]=1. (2) Given the reactants [CH3:1][O:2][C:3](=[O:25])[CH2:4][C:5]1[CH:6]=[C:7]([C:13]2[CH:18]=[C:17]([O:19][CH3:20])[CH:16]=[CH:15][C:14]=2[CH2:21][NH:22][CH2:23][CH3:24])[C:8]([O:11][CH3:12])=[CH:9][CH:10]=1.[CH:26]1([C:29](Cl)=[O:30])[CH2:28][CH2:27]1, predict the reaction product. The product is: [CH3:1][O:2][C:3](=[O:25])[CH2:4][C:5]1[CH:6]=[C:7]([C:13]2[CH:18]=[C:17]([O:19][CH3:20])[CH:16]=[CH:15][C:14]=2[CH2:21][N:22]([C:29]([CH:26]2[CH2:28][CH2:27]2)=[O:30])[CH2:23][CH3:24])[C:8]([O:11][CH3:12])=[CH:9][CH:10]=1. (3) Given the reactants [F:1][C:2]1[CH:3]=[C:4]2[C:8](=[CH:9][CH:10]=1)[NH:7][C:6](=[O:11])[CH:5]2[CH2:12][CH2:13][CH2:14][CH2:15]OS(C)(=O)=O.[F:21][C:22]1[CH:27]=[CH:26][C:25]([N:28]2[CH2:33][CH2:32][NH:31][CH2:30][CH2:29]2)=[CH:24][CH:23]=1, predict the reaction product. The product is: [F:1][C:2]1[CH:3]=[C:4]2[C:8](=[CH:9][CH:10]=1)[NH:7][C:6](=[O:11])[CH:5]2[CH2:12][CH2:13][CH2:14][CH2:15][N:31]1[CH2:30][CH2:29][N:28]([C:25]2[CH:24]=[CH:23][C:22]([F:21])=[CH:27][CH:26]=2)[CH2:33][CH2:32]1. (4) The product is: [ClH:12].[C:6]([C:5]1[CH:8]=[CH:9][C:10]([OH:11])=[C:3]([O:2][CH3:1])[CH:4]=1)(=[NH:23])[NH2:7]. Given the reactants [CH3:1][O:2][C:3]1[CH:4]=[C:5]([CH:8]=[CH:9][C:10]=1[OH:11])[C:6]#[N:7].[ClH:12].O1CCOCC1.C(=O)([O-])[O-].[NH4+:23].[NH4+], predict the reaction product.